This data is from Forward reaction prediction with 1.9M reactions from USPTO patents (1976-2016). The task is: Predict the product of the given reaction. (1) Given the reactants C(B1O[C:9]([CH3:11])([CH3:10])[C:6]([CH3:8])([CH3:7])O1)(C)=C.ClC1C=[C:22]2[C:17]([C:18]([C:28]3[CH:33]=[CH:32][C:31]([O:34][CH3:35])=[CH:30][C:29]=3[F:36])=[CH:19][C:20]([C:24]([O:26][CH3:27])=[O:25])=[N:21]2)=[CH:16]C=1.[O-]P([O-])([O-])=O.[K+].[K+].[K+].O1CCOCC1, predict the reaction product. The product is: [F:36][C:29]1[CH:30]=[C:31]([O:34][CH3:35])[CH:32]=[CH:33][C:28]=1[C:18]1[C:17]2[C:22](=[CH:11][C:9]([C:6]([CH3:7])=[CH2:8])=[CH:10][CH:16]=2)[N:21]=[C:20]([C:24]([O:26][CH3:27])=[O:25])[CH:19]=1. (2) Given the reactants [F:1][C:2]1[CH:7]=[CH:6][C:5]([C:8]2[S:12][C:11]([CH3:13])=[N:10][C:9]=2[C:14]([N:16]2[CH2:21][CH2:20][CH2:19][C@H:18]([CH3:22])[C@@H:17]2[CH:23]=O)=[O:15])=[CH:4][CH:3]=1.[F:25][C:26]1[CH:27]=[CH:28][C:29]([NH2:32])=[N:30][CH:31]=1.C([BH3-])#N.[Na+], predict the reaction product. The product is: [F:25][C:26]1[CH:27]=[CH:28][C:29]([NH:32][CH2:23][C@H:17]2[C@@H:18]([CH3:22])[CH2:19][CH2:20][CH2:21][N:16]2[C:14]([C:9]2[N:10]=[C:11]([CH3:13])[S:12][C:8]=2[C:5]2[CH:6]=[CH:7][C:2]([F:1])=[CH:3][CH:4]=2)=[O:15])=[N:30][CH:31]=1. (3) Given the reactants [Cl:1][C:2]1[C:7]([C:8]([NH:10][C:11]2[CH:16]=[CH:15][C:14]([C:17]3[NH:18][CH:19]=[CH:20][N:21]=3)=[CH:13][CH:12]=2)=[O:9])=[CH:6][CH:5]=[CH:4][N:3]=1.[NH2:22][CH2:23][C:24]1[CH:29]=[CH:28][N:27]=[CH:26][CH:25]=1, predict the reaction product. The product is: [ClH:1].[NH:21]1[CH:20]=[CH:19][N:18]=[C:17]1[C:14]1[CH:15]=[CH:16][C:11]([NH:10][C:8]([C:7]2[C:2]([NH:22][CH2:23][C:24]3[CH:29]=[CH:28][N:27]=[CH:26][CH:25]=3)=[N:3][CH:4]=[CH:5][CH:6]=2)=[O:9])=[CH:12][CH:13]=1. (4) Given the reactants [CH3:1][C:2]1[C@@H:19]([O:20][C:21]([C@H:23]([OH:40])[C@@H:24]([NH:31][C:32]([C:34]2[CH:35]=[CH:36][CH:37]=[CH:38][CH:39]=2)=[O:33])[C:25]2[CH:26]=[CH:27][CH:28]=[CH:29][CH:30]=2)=[O:22])[CH2:18][C@:14]2([OH:41])[C:15]([CH3:17])([CH3:16])[C:3]=1[C@@H:4]([O:59][C:60]([CH3:62])=[O:61])[C:5]([C@@:7]1([CH3:58])[C@H:12]([C@@H:13]2[O:42][C:43]([C:45]2[CH:46]=[CH:47][CH:48]=[CH:49][CH:50]=2)=[O:44])[C@:11]2([O:53][C:54]([CH3:56])=[O:55])[CH2:51][O:52][C@@H:10]2[CH2:9][C@@H:8]1[OH:57])=[O:6].ClC(Cl)(Cl)C[O:66][C:67](Cl)=[O:68], predict the reaction product. The product is: [CH3:1][C:2]1[C@@H:19]([O:20][C:21]([C@H:23]([O:40][C:5]([CH2:4][CH2:3][CH2:2][C:67]([OH:66])=[O:68])=[O:6])[C@@H:24]([NH:31][C:32]([C:34]2[CH:39]=[CH:38][CH:37]=[CH:36][CH:35]=2)=[O:33])[C:25]2[CH:26]=[CH:27][CH:28]=[CH:29][CH:30]=2)=[O:22])[CH2:18][C@:14]2([OH:41])[C:15]([CH3:16])([CH3:17])[C:3]=1[C@@H:4]([O:59][C:60]([CH3:62])=[O:61])[C:5]([C@@:7]1([CH3:58])[C@H:12]([C@@H:13]2[O:42][C:43]([C:45]2[CH:50]=[CH:49][CH:48]=[CH:47][CH:46]=2)=[O:44])[C@:11]2([O:53][C:54]([CH3:56])=[O:55])[CH2:51][O:52][C@@H:10]2[CH2:9][C@@H:8]1[OH:57])=[O:6]. (5) Given the reactants [H-].[H-].[H-].[H-].[Li+].[Al+3].C([O:9][C:10]([C:12]1[C:16]2[CH:17]=[CH:18][C:19]([O:21][CH2:22][CH3:23])=[CH:20][C:15]=2[O:14][CH:13]=1)=O)C.[OH-].[Na+], predict the reaction product. The product is: [CH2:22]([O:21][C:19]1[CH:18]=[CH:17][C:16]2[C:12]([CH2:10][OH:9])=[CH:13][O:14][C:15]=2[CH:20]=1)[CH3:23]. (6) Given the reactants CO.C([Cl:6])(=O)C.[Cl:7][C:8]1[C:9]([N:14]2[CH2:19][CH2:18][N:17]([CH2:20][C:21]3[CH:22]=[N:23][N:24]([CH3:27])[C:25]=3[CH3:26])[CH2:16][CH2:15]2)=[N:10][CH:11]=[CH:12][N:13]=1.Cl, predict the reaction product. The product is: [ClH:6].[Cl:7][C:8]1[C:9]([N:14]2[CH2:15][CH2:16][N:17]([CH2:20][C:21]3[CH:22]=[N:23][N:24]([CH3:27])[C:25]=3[CH3:26])[CH2:18][CH2:19]2)=[N:10][CH:11]=[CH:12][N:13]=1. (7) Given the reactants [C:1]([C:4]1[C:5]([NH2:12])=[CH:6][C:7]([O:10][CH3:11])=[N:8][CH:9]=1)(=[O:3])[CH3:2].I[C:14]1[CH:19]=[CH:18][C:17]([N:20]2[CH2:23][CH:22]([O:24][CH2:25][CH2:26][O:27][CH:28]3[CH2:33][CH2:32][CH2:31][CH2:30][O:29]3)[CH2:21]2)=[CH:16][CH:15]=1, predict the reaction product. The product is: [C:1]([C:4]1[C:5]([NH:12][C:14]2[CH:19]=[CH:18][C:17]([N:20]3[CH2:23][CH:22]([O:24][CH2:25][CH2:26][O:27][CH:28]4[CH2:33][CH2:32][CH2:31][CH2:30][O:29]4)[CH2:21]3)=[CH:16][CH:15]=2)=[CH:6][C:7]([O:10][CH3:11])=[N:8][CH:9]=1)(=[O:3])[CH3:2].